From a dataset of Reaction yield outcomes from USPTO patents with 853,638 reactions. Predict the reaction yield, written as a fraction of the theoretical maximum amount of product (1.0 means a 100% yield; for example, 0.34 means a 34% yield). (1) The catalyst is CN(C)C=O.C(OCC)(=O)C. The reactants are [Br:1][C:2]1[CH:3]=[C:4]([S:9]([CH2:12][C:13]2[CH:18]=[CH:17][C:16]([C:19]([OH:28])([C:24]([F:27])([F:26])[F:25])[C:20]([F:23])([F:22])[F:21])=[CH:15][CH:14]=2)(=[O:11])=[O:10])[CH:5]=[CH:6][C:7]=1[F:8].Br[CH2:30][C:31]1[C:36]([F:37])=[CH:35][CH:34]=[CH:33][C:32]=1[F:38].C(=O)([O-])[O-].[K+].[K+].O. The yield is 0.800. The product is [Br:1][C:2]1[CH:3]=[C:4]([S:9]([CH2:12][C:13]2[CH:18]=[CH:17][C:16]([C:19]([O:28][CH2:30][C:31]3[C:36]([F:37])=[CH:35][CH:34]=[CH:33][C:32]=3[F:38])([C:20]([F:21])([F:23])[F:22])[C:24]([F:27])([F:25])[F:26])=[CH:15][CH:14]=2)(=[O:11])=[O:10])[CH:5]=[CH:6][C:7]=1[F:8]. (2) The reactants are [CH:1]([O:4][P:5]([CH2:11]Br)(=[O:10])[O:6][CH:7]([CH3:9])[CH3:8])([CH3:3])[CH3:2].[OH:13][CH2:14][C:15]([CH2:38][CH3:39])=[CH:16][CH2:17][C:18]1[C:26]([O:27][CH2:28][CH2:29][Si:30]([CH3:33])([CH3:32])[CH3:31])=[C:25]2[C:21]([CH2:22][O:23][C:24]2=[O:34])=[C:20]([CH3:35])[C:19]=1[O:36][CH3:37].CC(C)([O-])C.[Li+].[Cl-].[Li+]. The catalyst is CN(C=O)C. The product is [CH:1]([O:4][P:5]([CH2:11][O:13][CH2:14][C:15]([CH2:38][CH3:39])=[CH:16][CH2:17][C:18]1[C:26]([O:27][CH2:28][CH2:29][Si:30]([CH3:32])([CH3:33])[CH3:31])=[C:25]2[C:21](=[C:20]([CH3:35])[C:19]=1[O:36][CH3:37])[CH2:22][O:23][C:24]2=[O:34])(=[O:10])[O:6][CH:7]([CH3:9])[CH3:8])([CH3:3])[CH3:2]. The yield is 0.350. (3) The reactants are Cl[C:2]1[N:7]=[CH:6][N:5]=[C:4]([NH:8][CH:9]2[CH2:14][CH2:13][CH2:12][N:11](C(OC(C)(C)C)=O)[CH2:10]2)[CH:3]=1.[Cl:22][C:23]1[CH:24]=[C:25]([CH:27]=[CH:28][C:29]=1[F:30])[NH2:26]. The catalyst is CCOC(C)=O. The product is [Cl:22][C:23]1[CH:24]=[C:25]([NH:26][C:2]2[CH:3]=[C:4]([NH:8][CH:9]3[CH2:14][CH2:13][CH2:12][NH:11][CH2:10]3)[N:5]=[CH:6][N:7]=2)[CH:27]=[CH:28][C:29]=1[F:30]. The yield is 0.850. (4) The reactants are Cl.[CH3:2][C:3]1[O:4][C:5]2[C:14]3[CH:13]([CH2:15][CH2:16][NH2:17])[CH2:12][CH2:11][C:10]=3[CH:9]=[CH:8][C:6]=2[N:7]=1.C(N(CC)CC)C.[F:25][C:26]([F:37])([F:36])[C:27](O[C:27](=[O:28])[C:26]([F:37])([F:36])[F:25])=[O:28].C(=O)([O-])O.[Na+]. The catalyst is O1CCCC1. The product is [F:25][C:26]([F:37])([F:36])[C:27]([NH:17][CH2:16][CH2:15][CH:13]1[C:14]2[C:5]3[O:4][C:3]([CH3:2])=[N:7][C:6]=3[CH:8]=[CH:9][C:10]=2[CH2:11][CH2:12]1)=[O:28]. The yield is 0.130.